This data is from Experimentally validated miRNA-target interactions with 360,000+ pairs, plus equal number of negative samples. The task is: Binary Classification. Given a miRNA mature sequence and a target amino acid sequence, predict their likelihood of interaction. The miRNA is rno-miR-135b-5p with sequence UAUGGCUUUUCAUUCCUAUGUGA. The protein sequence of the target gene is MDEVYLYSDATTSKIARTVTQKLGFSKASSSGTRLHRGYVEEATLEDKPSQTSHIVFVVHGIGQKMDQGRIIKNTAMMREAARKMEEKHFSNHATHVEFLPVEWRSKLTLDGDTVDSITPDKVRGLRDMLNSSAMDIMYYTSPLYRDELVKGLQQELNRLYSLFCSRNPDFEEKGGKVSIVSHSLGCVITYDIMMGWNPGGLYEQLLQKEEELPDERWMSYEERHLLDELYITKRRLREIEDRLHGLKAPSISQTPALKFKVENFFCMGSPLAVFLALRGIRPGNSGSQDHILPREICNR.... Result: 0 (no interaction).